Dataset: Forward reaction prediction with 1.9M reactions from USPTO patents (1976-2016). Task: Predict the product of the given reaction. (1) Given the reactants [C:1]([O:5][C:6]([N:8]1[CH2:12][C@@H:11](O)[CH2:10][C@@:9]1([CH3:17])[C:14]([OH:16])=[O:15])=[O:7])([CH3:4])([CH3:3])[CH3:2].P(N=[N+]=[N-])(=O)(OC1C=CC=CC=1)OC1C=CC=CC=1.CCN(CC)CC, predict the reaction product. The product is: [CH3:17][C@@:9]12[CH2:10][C@@H:11]([CH2:12][N:8]1[C:6]([O:5][C:1]([CH3:4])([CH3:3])[CH3:2])=[O:7])[O:15][C:14]2=[O:16]. (2) Given the reactants [C:1]([O:20][CH2:21][CH2:22][CH2:23][CH2:24][CH2:25][CH2:26][CH2:27][CH2:28][CH2:29][CH2:30][CH2:31][C:32]([C:49]([OH:51])=[O:50])([C:46]([OH:48])=[O:47])[CH2:33][CH2:34][CH2:35][CH2:36][CH2:37][CH2:38][CH2:39][CH2:40][CH2:41][CH2:42][C:43]([OH:45])=[O:44])([C:14]1[CH:19]=[CH:18][CH:17]=[CH:16][CH:15]=1)([C:8]1[CH:13]=[CH:12][CH:11]=[CH:10][CH:9]=1)[C:2]1[CH:7]=[CH:6][CH:5]=[CH:4][CH:3]=1.O[N:53]1[C:57](=[O:58])[CH2:56][CH2:55][C:54]1=[O:59].C1CCC(N=C=NC2CCCCC2)CC1, predict the reaction product. The product is: [O:59]=[C:54]1[CH2:55][CH2:56][C:57](=[O:58])[N:53]1[O:47][C:46]([C:32]([CH2:31][CH2:30][CH2:29][CH2:28][CH2:27][CH2:26][CH2:25][CH2:24][CH2:23][CH2:22][CH2:21][O:20][C:1]([C:2]1[CH:7]=[CH:6][CH:5]=[CH:4][CH:3]=1)([C:14]1[CH:19]=[CH:18][CH:17]=[CH:16][CH:15]=1)[C:8]1[CH:13]=[CH:12][CH:11]=[CH:10][CH:9]=1)([CH2:33][CH2:34][CH2:35][CH2:36][CH2:37][CH2:38][CH2:39][CH2:40][CH2:41][CH2:42][C:43]([OH:45])=[O:44])[C:49]([OH:51])=[O:50])=[O:48]. (3) Given the reactants [Cl:1][C:2]1[C:3]([C:21]2[CH:22]=[N:23][N:24]3[CH:29]=[CH:28][CH:27]=[CH:26][C:25]=23)=[N:4][C:5]([NH:8][C:9]2[CH:14]=[C:13]([N+:15]([O-:17])=[O:16])[C:12](F)=[CH:11][C:10]=2[O:19][CH3:20])=[N:6][CH:7]=1.[CH3:30][NH:31][CH2:32][CH2:33][N:34]1[CH2:39][CH2:38][O:37][CH2:36][CH2:35]1.CCN(C(C)C)C(C)C, predict the reaction product. The product is: [Cl:1][C:2]1[C:3]([C:21]2[CH:22]=[N:23][N:24]3[CH:29]=[CH:28][CH:27]=[CH:26][C:25]=23)=[N:4][C:5]([NH:8][C:9]2[CH:14]=[C:13]([N+:15]([O-:17])=[O:16])[C:12]([N:31]([CH3:30])[CH2:32][CH2:33][N:34]3[CH2:39][CH2:38][O:37][CH2:36][CH2:35]3)=[CH:11][C:10]=2[O:19][CH3:20])=[N:6][CH:7]=1. (4) Given the reactants [Br:1][CH2:2][CH2:3][CH2:4][C:5]([O:7][CH2:8][CH3:9])=[O:6].[CH3:10][N:11]([CH2:13][CH3:14])[CH3:12], predict the reaction product. The product is: [Br-:1].[CH2:8]([O:7][C:5](=[O:6])[CH2:4][CH2:3][CH2:2][N+:11]([CH2:13][CH3:14])([CH3:12])[CH3:10])[CH3:9]. (5) Given the reactants Br[C:2]1[CH:7]=[CH:6][C:5]([C:8]2[C:9](=[O:18])[CH:10]3[CH2:17][CH:13]([C:14]=2[O:15][CH3:16])[CH2:12][CH2:11]3)=[C:4]([CH3:19])[CH:3]=1.[F-].[Cs+].[CH2:22]([Sn](CCCC)(CCCC)C=CC)[CH2:23][CH2:24]C, predict the reaction product. The product is: [CH3:16][O:15][C:14]1[CH:13]2[CH2:17][CH:10]([C:9](=[O:18])[C:8]=1[C:5]1[CH:6]=[CH:7][C:2]([C:22]#[C:23][CH3:24])=[CH:3][C:4]=1[CH3:19])[CH2:11][CH2:12]2. (6) Given the reactants [Cl:1][C:2]1[CH:7]=[C:6]([OH:8])[CH:5]=[CH:4][C:3]=1[CH:9]([CH3:28])[C:10]([C:16]1[CH:17]=[CH:18][C:19]2[O:24][CH2:23][C:22](=[O:25])[N:21]([CH3:26])[C:20]=2[CH:27]=1)([OH:15])[C:11]([F:14])([F:13])[F:12].[Cl:29][C:30]1[C:31](Cl)=[N:32][CH:33]=[C:34]([CH:39]=1)[C:35]([O:37][CH3:38])=[O:36].C1N2CCN(CC2)C1, predict the reaction product. The product is: [CH3:38][O:37][C:35](=[O:36])[C:34]1[CH:39]=[C:30]([Cl:29])[C:31]([O:8][C:6]2[CH:5]=[CH:4][C:3]([CH:9]([CH3:28])[C:10]([OH:15])([C:16]3[CH:17]=[CH:18][C:19]4[O:24][CH2:23][C:22](=[O:25])[N:21]([CH3:26])[C:20]=4[CH:27]=3)[C:11]([F:12])([F:13])[F:14])=[C:2]([Cl:1])[CH:7]=2)=[N:32][CH:33]=1.